From a dataset of Catalyst prediction with 721,799 reactions and 888 catalyst types from USPTO. Predict which catalyst facilitates the given reaction. Reactant: Cl[C:2](Cl)(Cl)[CH:3]([OH:5])O.S([O-])([O-])(=O)=O.[Na+].[Na+].[NH2:15][C:16]1[CH:24]=[CH:23][C:19]([C:20]([OH:22])=[O:21])=[C:18]([Cl:25])[CH:17]=1.Cl.Cl.[NH2:28][OH:29]. Product: [Cl:25][C:18]1[CH:17]=[C:16]([NH:15][C:3](=[O:5])[CH:2]=[N:28][OH:29])[CH:24]=[CH:23][C:19]=1[C:20]([OH:22])=[O:21]. The catalyst class is: 6.